The task is: Predict the product of the given reaction.. This data is from Forward reaction prediction with 1.9M reactions from USPTO patents (1976-2016). Given the reactants [CH3:1][C:2]1[O:6][C:5]([C:7]2[CH:12]=[CH:11][CH:10]=[CH:9][CH:8]=2)=[N:4][C:3]=1[CH2:13][C:14]([OH:16])=O.ON1C2C=CC=CC=2N=N1.C(N(CC)C(C)C)(C)C.Cl.CN(C)CCCN=C=NCC.[CH2:48]([N:55]1[CH2:60][CH2:59][O:58][C@@H:57]([CH2:61][NH2:62])[CH2:56]1)[C:49]1[CH:54]=[CH:53][CH:52]=[CH:51][CH:50]=1, predict the reaction product. The product is: [CH2:48]([N:55]1[CH2:60][CH2:59][O:58][C@@H:57]([CH2:61][NH:62][C:14](=[O:16])[CH2:13][C:3]2[N:4]=[C:5]([C:7]3[CH:8]=[CH:9][CH:10]=[CH:11][CH:12]=3)[O:6][C:2]=2[CH3:1])[CH2:56]1)[C:49]1[CH:50]=[CH:51][CH:52]=[CH:53][CH:54]=1.